This data is from Reaction yield outcomes from USPTO patents with 853,638 reactions. The task is: Predict the reaction yield, written as a fraction of the theoretical maximum amount of product (1.0 means a 100% yield; for example, 0.34 means a 34% yield). (1) The reactants are [C:1]([NH:4][C:5]1[C:6](=[CH:10][CH:11]=[CH:12][CH:13]=1)[C:7](O)=[O:8])(=[O:3])[CH3:2].C(Cl)(=O)C([Cl:17])=O. No catalyst specified. The product is [C:1]([NH:4][C:5]1[C:6](=[CH:10][CH:11]=[CH:12][CH:13]=1)[C:7]([Cl:17])=[O:8])(=[O:3])[CH3:2]. The yield is 1.00. (2) The reactants are Cl.Cl.[Cl:3][C:4]1[CH:16]=[CH:15][C:7]([CH2:8][N:9]2[CH2:14][CH2:13][NH:12][CH2:11][CH2:10]2)=[CH:6][CH:5]=1.C(N(CC)CC)C.[Cl:24][CH2:25][C:26]([C:28]1[CH:33]=[CH:32][CH:31]=[CH:30][CH:29]=1)=[O:27]. The catalyst is C(O)C. The product is [ClH:3].[ClH:24].[Cl:3][C:4]1[CH:16]=[CH:15][C:7]([CH2:8][N:9]2[CH2:14][CH2:13][N:12]([CH2:25][C:26]([C:28]3[CH:33]=[CH:32][CH:31]=[CH:30][CH:29]=3)=[O:27])[CH2:11][CH2:10]2)=[CH:6][CH:5]=1. The yield is 0.595. (3) The reactants are [C:1]([C:5]1[O:9][N:8]=[C:7]([NH:10][C:11]([NH:13][C:14]2[CH:19]=[CH:18][C:17]([N+:20]([O-])=O)=[C:16]([CH3:23])[CH:15]=2)=[O:12])[CH:6]=1)([CH3:4])([CH3:3])[CH3:2].CC(O)=O. The catalyst is C(Cl)Cl.[Zn]. The product is [NH2:20][C:17]1[CH:18]=[CH:19][C:14]([NH:13][C:11]([NH:10][C:7]2[CH:6]=[C:5]([C:1]([CH3:3])([CH3:2])[CH3:4])[O:9][N:8]=2)=[O:12])=[CH:15][C:16]=1[CH3:23]. The yield is 0.610. (4) The reactants are Br[CH2:2][C:3]1[CH:12]=[CH:11][C:10]([Cl:13])=[CH:9][C:4]=1[C:5]([O:7]C)=[O:6].[CH:14]1([OH:19])[CH2:18][CH2:17][CH2:16][CH2:15]1.CC(C)([O-])C.[K+].Cl. The catalyst is O1CCCC1. The product is [Cl:13][C:10]1[CH:11]=[CH:12][C:3]([CH2:2][O:19][CH:14]2[CH2:18][CH2:17][CH2:16][CH2:15]2)=[C:4]([CH:9]=1)[C:5]([OH:7])=[O:6]. The yield is 0.490.